Dataset: Full USPTO retrosynthesis dataset with 1.9M reactions from patents (1976-2016). Task: Predict the reactants needed to synthesize the given product. Given the product [CH3:32][C:33]1([CH3:41])[O:38][CH2:37][CH:36]([CH2:39][O:11][C:10]2[C:9]([CH3:12])=[CH:8][C:5]([C:6]#[N:7])=[CH:4][C:3]=2[CH2:1][CH3:2])[CH2:35][O:34]1, predict the reactants needed to synthesize it. The reactants are: [CH2:1]([C:3]1[CH:4]=[C:5]([CH:8]=[C:9]([CH3:12])[C:10]=1[OH:11])[C:6]#[N:7])[CH3:2].C1(P(C2C=CC=CC=2)C2C=CC=CC=2)C=CC=CC=1.[CH3:32][C:33]1([CH3:41])[O:38][CH2:37][CH:36]([CH2:39]O)[CH2:35][O:34]1.CCOC(/N=N/C(OCC)=O)=O.